From a dataset of Forward reaction prediction with 1.9M reactions from USPTO patents (1976-2016). Predict the product of the given reaction. Given the reactants [C:1]1([S:7]([N:10]2[C:18]3[C:13](=[C:14]([NH2:19])[CH:15]=[CH:16][CH:17]=3)[CH:12]=[CH:11]2)(=[O:9])=[O:8])[CH:6]=[CH:5][CH:4]=[CH:3][CH:2]=1.C([O-])(O)=O.[Na+].[Br:25][CH2:26][C:27](Br)=[O:28], predict the reaction product. The product is: [C:1]1([S:7]([N:10]2[C:18]3[C:13](=[C:14]([NH:19][C:27](=[O:28])[CH2:26][Br:25])[CH:15]=[CH:16][CH:17]=3)[CH:12]=[CH:11]2)(=[O:8])=[O:9])[CH:2]=[CH:3][CH:4]=[CH:5][CH:6]=1.